Task: Predict the reactants needed to synthesize the given product.. Dataset: Full USPTO retrosynthesis dataset with 1.9M reactions from patents (1976-2016) (1) Given the product [O:1]=[C:2]1[C:10]2[C:5](=[CH:6][C:18]([C:19]([OH:21])=[O:20])=[CH:8][CH:9]=2)[CH2:4][NH:3]1, predict the reactants needed to synthesize it. The reactants are: [O:1]=[C:2]1[C:10]2[C:5](=[CH:6]C(C#N)=[CH:8][CH:9]=2)[CH2:4][NH:3]1.OS(O)(=O)=O.[CH3:18][C:19]([OH:21])=[O:20].CCOC(C)=O. (2) Given the product [OH:6][CH2:7][CH2:8][N:9]1[C:17]2[C:12](=[CH:13][C:14]([CH3:35])=[C:15]([NH:18][C:19]([C:21]3[C@H:26]([C:27]4[CH:28]=[CH:29][C:30]([F:33])=[CH:31][CH:32]=4)[CH2:25][C:24](=[O:34])[NH:23][CH:22]=3)=[O:20])[CH:16]=2)[CH:11]=[N:10]1, predict the reactants needed to synthesize it. The reactants are: C([Si](C)(C)[O:6][CH2:7][CH2:8][N:9]1[C:17]2[C:12](=[CH:13][C:14]([CH3:35])=[C:15]([NH:18][C:19]([C:21]3[C@H:26]([C:27]4[CH:32]=[CH:31][C:30]([F:33])=[CH:29][CH:28]=4)[CH2:25][C:24](=[O:34])[NH:23][CH:22]=3)=[O:20])[CH:16]=2)[CH:11]=[N:10]1)(C)(C)C. (3) Given the product [N:24]1([CH2:2][C:3]([C:5]2[CH:14]=[CH:13][C:12]3[NH:11][C:10](=[O:15])[C:9]4[NH:16][CH:17]=[CH:18][C:8]=4[C:7]=3[CH:6]=2)=[O:4])[CH2:29][CH2:28][O:27][CH2:26][CH2:25]1.[CH2:19]([C:21]([O-:23])=[O:22])[CH3:20], predict the reactants needed to synthesize it. The reactants are: Cl[CH2:2][C:3]([C:5]1[CH:14]=[CH:13][C:12]2[NH:11][C:10](=[O:15])[C:9]3[NH:16][CH:17]=[CH:18][C:8]=3[C:7]=2[CH:6]=1)=[O:4].[CH2:19]([C:21]([O-:23])=[O:22])[CH3:20].[NH:24]1[CH2:29][CH2:28][O:27][CH2:26][CH2:25]1. (4) Given the product [NH2:8][CH2:7][C:6]1[N:2]([NH:1][CH2:26][C:21]2[CH:22]=[CH:23][CH:24]=[CH:25][N:20]=2)[N:3]=[C:4]([C:16]([F:17])([F:18])[F:19])[CH:5]=1, predict the reactants needed to synthesize it. The reactants are: [NH2:1][N:2]1[C:6]([CH2:7][NH:8]C(=O)OC(C)(C)C)=[CH:5][C:4]([C:16]([F:19])([F:18])[F:17])=[N:3]1.[N:20]1[CH:25]=[CH:24][CH:23]=[CH:22][C:21]=1[CH:26]=O.C(O)(=O)C.C(OCC)(=O)C.CCCCCC. (5) Given the product [Br:1][C:2]1[CH:3]=[C:4](/[CH:10]=[CH:11]/[C:12]([N:28]=[N+:29]=[N-:30])=[O:14])[CH:5]=[CH:6][C:7]=1[O:8][CH3:9], predict the reactants needed to synthesize it. The reactants are: [Br:1][C:2]1[CH:3]=[C:4](/[CH:10]=[CH:11]/[C:12]([OH:14])=O)[CH:5]=[CH:6][C:7]=1[O:8][CH3:9].C(N(CC)CC)C.ClC(OCC)=O.[N-:28]=[N+:29]=[N-:30].[Na+]. (6) The reactants are: COC([CH2:5][N:6]1[C:19]2[C:14](=[CH:15][CH:16]=[CH:17][CH:18]=2)[C:8]2([CH2:13][CH2:12][NH:11][CH2:10][CH2:9]2)[C:7]1=[O:20])=O.[CH2:21]1[CH:30]2[CH:25]([CH2:26][CH2:27][CH2:28][CH2:29]2)[CH2:24][CH2:23][C:22]1=O.[C:32]([OH:35])(=[O:34])[CH3:33].C([BH3-])#N. Given the product [CH3:33][C:32]([O:35][CH2:5][N:6]1[C:19]2[C:14](=[CH:15][C:16]([CH:22]3[CH2:23][CH2:24][CH:25]4[CH:30]([CH2:29][CH2:28][CH2:27][CH2:26]4)[CH2:21]3)=[CH:17][CH:18]=2)[C:8]2([CH2:9][CH2:10][NH:11][CH2:12][CH2:13]2)[C:7]1=[O:20])=[O:34], predict the reactants needed to synthesize it. (7) Given the product [Br:9][CH2:1][C:2]1[S:3][CH:4]=[C:5]([C:7]#[N:8])[N:6]=1, predict the reactants needed to synthesize it. The reactants are: [CH3:1][C:2]1[S:3][CH:4]=[C:5]([C:7]#[N:8])[N:6]=1.[Br:9]N1C(=O)CCC1=O.C(=O)(O)[O-].[Na+]. (8) Given the product [Cl:8][C:6]1[CH:7]=[C:2]([N:10]2[CH2:15][CH2:14][CH2:13][CH2:12][CH2:11]2)[N:3]=[C:4]([NH2:9])[N:5]=1, predict the reactants needed to synthesize it. The reactants are: Cl[C:2]1[CH:7]=[C:6]([Cl:8])[N:5]=[C:4]([NH2:9])[N:3]=1.[NH:10]1[CH2:15][CH2:14][CH2:13][CH2:12][CH2:11]1. (9) Given the product [CH2:1]([O:8][C:9]1[CH:14]=[CH:13][CH:12]=[CH:11][C:10]=1[C:15]1[N:20]=[C:19]([O:21][CH2:28][C:29]([NH2:31])=[O:30])[C:18]([C:22]#[N:23])=[C:17]([S:24]([CH3:26])=[O:25])[CH:16]=1)[C:2]1[CH:7]=[CH:6][CH:5]=[CH:4][CH:3]=1, predict the reactants needed to synthesize it. The reactants are: [CH2:1]([O:8][C:9]1[CH:14]=[CH:13][CH:12]=[CH:11][C:10]=1[C:15]1[NH:20][C:19](=[O:21])[C:18]([C:22]#[N:23])=[C:17]([S:24]([CH3:26])=[O:25])[CH:16]=1)[C:2]1[CH:7]=[CH:6][CH:5]=[CH:4][CH:3]=1.Br[CH2:28][C:29]([NH2:31])=[O:30].C([O-])([O-])=O.[K+].[K+].O. (10) Given the product [NH2:1][C:2]1[N:7]=[C:6]([C:8]2[CH:9]=[CH:10][CH:11]=[CH:12][CH:13]=2)[C:5]([C:14]2[CH:19]=[CH:18][C:17](=[O:20])[N:16]([CH:21]([CH3:23])[CH3:22])[N:15]=2)=[N:4][C:3]=1[C:24]1[S:26][CH:28]=[C:29]([CH3:31])[N:25]=1, predict the reactants needed to synthesize it. The reactants are: [NH2:1][C:2]1[C:3]([C:24](=[S:26])[NH2:25])=[N:4][C:5]([C:14]2[CH:19]=[CH:18][C:17](=[O:20])[N:16]([CH:21]([CH3:23])[CH3:22])[N:15]=2)=[C:6]([C:8]2[CH:13]=[CH:12][CH:11]=[CH:10][CH:9]=2)[N:7]=1.Cl[CH2:28][C:29]([CH3:31])=O.C([O-])(O)=O.[Na+].O.